The task is: Predict the reactants needed to synthesize the given product.. This data is from Full USPTO retrosynthesis dataset with 1.9M reactions from patents (1976-2016). (1) Given the product [CH:24]1(/[C:22](/[F:23])=[CH:21]/[C:28]#[C:27][Si:29]([CH3:32])([CH3:31])[CH3:30])[CH2:26][CH2:25]1, predict the reactants needed to synthesize it. The reactants are: C1C=CC(P(C2C=CC=CC=2)C2C=CC=CC=2)=CC=1.Br/[CH:21]=[C:22](/[CH:24]1[CH2:26][CH2:25]1)\[F:23].[C:27]([Si:29]([CH3:32])([CH3:31])[CH3:30])#[CH:28].CCN(CC)CC. (2) Given the product [CH2:1]([O:8][C@@H:9]1[C@@H:14]([O:15][CH2:16][C:17]2[CH:22]=[CH:21][CH:20]=[CH:19][CH:18]=2)[C@@H:13]([O:23][CH2:24][C:25]2[CH:30]=[CH:29][CH:28]=[CH:27][CH:26]=2)[C@@H:12]([CH2:31][O:32][CH2:33][C:34]2[CH:39]=[CH:38][CH:37]=[CH:36][CH:35]=2)[O:11][C@:10]21[C:47]1[C:42](=[CH:43][C:44]([CH3:50])=[C:45]([CH2:48][Cl:53])[CH:46]=1)[CH2:41][O:40]2)[C:2]1[CH:7]=[CH:6][CH:5]=[CH:4][CH:3]=1, predict the reactants needed to synthesize it. The reactants are: [CH2:1]([O:8][C@@H:9]1[C@@H:14]([O:15][CH2:16][C:17]2[CH:22]=[CH:21][CH:20]=[CH:19][CH:18]=2)[C@@H:13]([O:23][CH2:24][C:25]2[CH:30]=[CH:29][CH:28]=[CH:27][CH:26]=2)[C@@H:12]([CH2:31][O:32][CH2:33][C:34]2[CH:39]=[CH:38][CH:37]=[CH:36][CH:35]=2)[O:11][C@:10]21[C:47]1[C:42](=[CH:43][C:44]([CH3:50])=[C:45]([CH2:48]O)[CH:46]=1)[CH2:41][O:40]2)[C:2]1[CH:7]=[CH:6][CH:5]=[CH:4][CH:3]=1.S(Cl)([Cl:53])=O.C(=O)([O-])O.[Na+]. (3) Given the product [C:10]([O:12][CH3:13])(=[O:11])/[CH:15]=[CH:2]/[CH2:3][CH2:4][CH2:5][C:6]([O:8][CH3:9])=[O:7], predict the reactants needed to synthesize it. The reactants are: O=[CH:2][CH2:3][CH2:4][CH2:5][C:6]([O:8][CH3:9])=[O:7].[C:10]([CH:15]=P(C1C=CC=CC=1)(C1C=CC=CC=1)C1C=CC=CC=1)([O:12][CH2:13]C)=[O:11]. (4) Given the product [C:28]([O:32][C:33]([N:35]1[CH2:38][CH:37]([O:27][C:20]2[C:19]3[C:24](=[CH:25][CH:26]=[C:17]([O:16][CH3:15])[N:18]=3)[N:23]=[CH:22][CH:21]=2)[CH2:36]1)=[O:34])([CH3:31])([CH3:29])[CH3:30], predict the reactants needed to synthesize it. The reactants are: CC(OC(/N=N/C(OC(C)C)=O)=O)C.[CH3:15][O:16][C:17]1[N:18]=[C:19]2[C:24](=[CH:25][CH:26]=1)[N:23]=[CH:22][CH:21]=[C:20]2[OH:27].[C:28]([O:32][C:33]([N:35]1[CH2:38][CH:37](O)[CH2:36]1)=[O:34])([CH3:31])([CH3:30])[CH3:29].C1C=CC(P(C2C=CC=CC=2)C2C=CC=CC=2)=CC=1. (5) Given the product [CH3:32][O:33][CH2:34][C:35]([N:2]1[CH2:3][CH2:4][CH:5]([NH:8][C:9]([C:11]2[C:15]3[N:16]=[CH:17][N:18]=[C:19]([C:20]4[CH:25]=[CH:24][C:23]([F:26])=[CH:22][C:21]=4[O:27][CH2:28][CH:29]4[CH2:30][CH2:31]4)[C:14]=3[NH:13][CH:12]=2)=[O:10])[CH2:6][CH2:7]1)=[O:36], predict the reactants needed to synthesize it. The reactants are: Cl.[NH:2]1[CH2:7][CH2:6][CH:5]([NH:8][C:9]([C:11]2[C:15]3[N:16]=[CH:17][N:18]=[C:19]([C:20]4[CH:25]=[CH:24][C:23]([F:26])=[CH:22][C:21]=4[O:27][CH2:28][CH:29]4[CH2:31][CH2:30]4)[C:14]=3[NH:13][CH:12]=2)=[O:10])[CH2:4][CH2:3]1.[CH3:32][O:33][CH2:34][C:35](Cl)=[O:36]. (6) Given the product [CH:16]1([O:15][C:14]2[C:5]([N:4]([CH3:26])[C:1](=[O:3])[CH3:2])=[C:6]([CH:11]=[CH:12][C:13]=2[O:21][CH3:22])[C:7]([O:9][CH3:10])=[O:8])[CH2:17][CH2:18][CH2:19][CH2:20]1, predict the reactants needed to synthesize it. The reactants are: [C:1]([NH:4][C:5]1[C:14]([O:15][CH:16]2[CH2:20][CH2:19][CH2:18][CH2:17]2)=[C:13]([O:21][CH3:22])[CH:12]=[CH:11][C:6]=1[C:7]([O:9][CH3:10])=[O:8])(=[O:3])[CH3:2].[H-].[Na+].I[CH3:26]. (7) Given the product [C:1]([C:3]1[CH:8]=[CH:7][CH:6]=[CH:5][C:4]=1[C:9]1[C:10](=[O:28])[N:11]([C:21]2[CH:26]=[CH:25][CH:24]=[C:23]([CH2:30][C:29]#[N:31])[CH:22]=2)[CH:12]=[C:13]([C:15]2[CH:20]=[CH:19][CH:18]=[CH:17][N:16]=2)[CH:14]=1)#[N:2], predict the reactants needed to synthesize it. The reactants are: [C:1]([C:3]1[CH:8]=[CH:7][CH:6]=[CH:5][C:4]=1[C:9]1[C:10](=[O:28])[N:11]([C:21]2[CH:26]=[CH:25][CH:24]=[C:23](O)[CH:22]=2)[CH:12]=[C:13]([C:15]2[CH:20]=[CH:19][CH:18]=[CH:17][N:16]=2)[CH:14]=1)#[N:2].[CH2:29]([N:31](CC)CC)[CH3:30].CS(Cl)(=O)=O.